This data is from Reaction yield outcomes from USPTO patents with 853,638 reactions. The task is: Predict the reaction yield, written as a fraction of the theoretical maximum amount of product (1.0 means a 100% yield; for example, 0.34 means a 34% yield). (1) The product is [Br:1][C:2]1[CH:3]=[CH:4][C:5]([C:8](/[N:10]=[CH:13]/[N:14]([CH3:16])[CH3:15])=[O:9])=[N:6][CH:7]=1. No catalyst specified. The reactants are [Br:1][C:2]1[CH:3]=[CH:4][C:5]([C:8]([NH2:10])=[O:9])=[N:6][CH:7]=1.CO[CH:13](OC)[N:14]([CH3:16])[CH3:15]. The yield is 0.950. (2) The reactants are [Cl:1][C:2]1[CH:3]=[C:4]([SH:9])[CH:5]=[CH:6][C:7]=1[F:8].[C:10](=O)([O-])[O-].[K+].[K+].CI. The product is [Cl:1][C:2]1[CH:3]=[C:4]([S:9][CH3:10])[CH:5]=[CH:6][C:7]=1[F:8]. The yield is 0.980. The catalyst is CN(C=O)C.O. (3) The reactants are [CH3:1][O:2][C:3]1[CH:4]=[C:5]([CH:17]=[C:18]([O:22][CH3:23])[C:19]=1[O:20][CH3:21])[CH2:6][CH2:7][C:8]1[CH:9]=[C:10]2[C:14](=[CH:15][CH:16]=1)[NH:13][CH:12]=[CH:11]2.[BH3-]C#N.[Na+]. The catalyst is O1CCCC1. The product is [CH3:1][O:2][C:3]1[CH:4]=[C:5]([CH:17]=[C:18]([O:22][CH3:23])[C:19]=1[O:20][CH3:21])[CH2:6][CH2:7][C:8]1[CH:9]=[C:10]2[C:14](=[CH:15][CH:16]=1)[NH:13][CH2:12][CH2:11]2. The yield is 1.00. (4) The reactants are C1([Li])C=CC=CC=1.[Cl-].[C:9]1([CH2:14][P+](C2C=CC=CC=2)(C2C=CC=CC=2)C2C=CC=CC=2)[S:13][CH:12]=[CH:11][CH:10]=1.[CH2:34]([N:38]([CH2:49][CH2:50][CH2:51][CH3:52])[C:39]1[CH:46]=[CH:45][C:42]([CH:43]=O)=[C:41]([O:47][CH3:48])[CH:40]=1)[CH2:35][CH2:36][CH3:37].O. The catalyst is O1CCCC1.C(OCC)(=O)C. The product is [CH2:34]([N:38]([CH2:49][CH2:50][CH2:51][CH3:52])[C:39]1[CH:46]=[CH:45][C:42]([CH:43]=[CH:14][C:9]2[S:13][CH:12]=[CH:11][CH:10]=2)=[C:41]([O:47][CH3:48])[CH:40]=1)[CH2:35][CH2:36][CH3:37]. The yield is 0.892.